Task: Predict the product of the given reaction.. Dataset: Forward reaction prediction with 1.9M reactions from USPTO patents (1976-2016) (1) Given the reactants [CH3:1][O:2][C:3]1[CH:8]=[C:7]([CH3:9])[C:6]([S:10]([N:13]([CH2:15][C:16]2[O:20][CH:19]=[C:18]([C:21]([OH:23])=O)[CH:17]=2)[CH3:14])(=[O:12])=[O:11])=[C:5]([CH3:24])[CH:4]=1.CCN=C=NCCCN(C)C.C1C=CC2N(O)N=NC=2C=1.CCN(C(C)C)C(C)C.Cl.Cl.[CH3:57][N:58]([CH3:76])[C:59]([CH:61]1[CH2:65][CH2:64][N:63]([CH2:66][C:67]2[CH:72]=[CH:71][C:70]([CH2:73][NH:74][CH3:75])=[CH:69][CH:68]=2)[CH2:62]1)=[O:60], predict the reaction product. The product is: [CH3:1][O:2][C:3]1[CH:4]=[C:5]([CH3:24])[C:6]([S:10]([N:13]([CH2:15][C:16]2[O:20][CH:19]=[C:18]([C:21]([N:74]([CH2:73][C:70]3[CH:69]=[CH:68][C:67]([CH2:66][N:63]4[CH2:64][CH2:65][CH:61]([C:59]([N:58]([CH3:57])[CH3:76])=[O:60])[CH2:62]4)=[CH:72][CH:71]=3)[CH3:75])=[O:23])[CH:17]=2)[CH3:14])(=[O:12])=[O:11])=[C:7]([CH3:9])[CH:8]=1. (2) Given the reactants [Li]CCCC.[CH3:6][Si:7]([CH3:14])([CH3:13])[C:8]1[S:9][CH:10]=[CH:11][N:12]=1.[CH2:15]([Sn:19](Cl)([CH2:24][CH2:25][CH2:26][CH3:27])[CH2:20][CH2:21][CH2:22][CH3:23])[CH2:16][CH2:17][CH3:18], predict the reaction product. The product is: [CH2:24]([Sn:19]([CH2:15][CH2:16][CH2:17][CH3:18])([CH2:20][CH2:21][CH2:22][CH3:23])[C:10]1[S:9][C:8]([Si:7]([CH3:14])([CH3:13])[CH3:6])=[N:12][CH:11]=1)[CH2:25][CH2:26][CH3:27]. (3) Given the reactants C[O:2][C:3](=[O:43])[C@@H:4]([NH:8][S:9]([C:12]1[CH:17]=[CH:16][C:15]([C:18]2[CH:23]=[CH:22][C:21]([NH:24][C:25]([C:27]3[O:28][C:29]4[CH:36]=[CH:35][CH:34]=[C:33]([C:37]5[CH:42]=[CH:41][N:40]=[CH:39][CH:38]=5)[C:30]=4[C:31]=3[CH3:32])=[O:26])=[CH:20][CH:19]=2)=[CH:14][CH:13]=1)(=[O:11])=[O:10])[CH:5]([CH3:7])[CH3:6].[Li+].[OH-], predict the reaction product. The product is: [CH3:6][CH:5]([CH3:7])[C@H:4]([NH:8][S:9]([C:12]1[CH:13]=[CH:14][C:15]([C:18]2[CH:19]=[CH:20][C:21]([NH:24][C:25]([C:27]3[O:28][C:29]4[CH:36]=[CH:35][CH:34]=[C:33]([C:37]5[CH:38]=[CH:39][N:40]=[CH:41][CH:42]=5)[C:30]=4[C:31]=3[CH3:32])=[O:26])=[CH:22][CH:23]=2)=[CH:16][CH:17]=1)(=[O:11])=[O:10])[C:3]([OH:43])=[O:2]. (4) Given the reactants C(=O)([O-])[O-].[K+].[K+].FC(F)(F)C(O)=O.[CH:14]([C:17]1[S:18][CH:19]=[C:20]([C:22]([N:24]2[CH2:29][C:28]3([CH2:34][CH2:33][NH:32][CH2:31][CH2:30]3)[O:27][CH2:26][CH2:25]2)=[O:23])[N:21]=1)([CH3:16])[CH3:15].CS([O:39][CH2:40][CH2:41][C:42]1[CH:47]=[CH:46][C:45]([CH2:48][CH2:49]O)=[CH:44][CH:43]=1)(=O)=O, predict the reaction product. The product is: [OH:39][CH2:40][CH2:41][C:42]1[CH:47]=[CH:46][C:45]([CH2:48][CH2:49][N:32]2[CH2:31][CH2:30][C:28]3([O:27][CH2:26][CH2:25][N:24]([C:22]([C:20]4[N:21]=[C:17]([CH:14]([CH3:16])[CH3:15])[S:18][CH:19]=4)=[O:23])[CH2:29]3)[CH2:34][CH2:33]2)=[CH:44][CH:43]=1. (5) Given the reactants [Si:1]([O:8][CH2:9][C:10]1[C:19](I)=[C:13]2[CH:14]=[C:15]([F:18])[CH:16]=[CH:17][N:12]2[N:11]=1)([C:4]([CH3:7])([CH3:6])[CH3:5])([CH3:3])[CH3:2].[Cl:21][C:22]1[C:27]([F:28])=[C:26]([Cl:29])[N:25]=[C:24](S(C)(=O)=O)[N:23]=1, predict the reaction product. The product is: [Si:1]([O:8][CH2:9][C:10]1[C:19]([C:24]2[N:25]=[C:26]([Cl:29])[C:27]([F:28])=[C:22]([Cl:21])[N:23]=2)=[C:13]2[CH:14]=[C:15]([F:18])[CH:16]=[CH:17][N:12]2[N:11]=1)([C:4]([CH3:7])([CH3:6])[CH3:5])([CH3:3])[CH3:2]. (6) Given the reactants Cl.[NH2:2][C:3]1[C:4]2[C:14]([O:15][CH2:16][C@H:17]3[CH2:22][CH2:21][CH2:20][NH:19][CH2:18]3)=[CH:13][CH:12]=[CH:11][C:5]=2[NH:6][S:7](=[O:10])(=[O:9])[N:8]=1.C(N(CC)CC)C.[CH:30]1([CH2:33][C:34](O)=O)[CH2:32][CH2:31]1.C1C=CC2N(O)N=NC=2C=1.CCN=C=NCCCN(C)C.Cl, predict the reaction product. The product is: [NH2:2][C:3]1[C:4]2[C:14]([O:15][CH2:16][C@H:17]3[CH2:22][CH2:21][CH2:20][N:19]([CH2:34][CH2:33][CH:30]4[CH2:32][CH2:31]4)[CH2:18]3)=[CH:13][CH:12]=[CH:11][C:5]=2[NH:6][S:7](=[O:9])(=[O:10])[N:8]=1.